This data is from Merck oncology drug combination screen with 23,052 pairs across 39 cell lines. The task is: Regression. Given two drug SMILES strings and cell line genomic features, predict the synergy score measuring deviation from expected non-interaction effect. (1) Drug 1: N.N.O=C(O)C1(C(=O)O)CCC1.[Pt]. Drug 2: O=C(NOCC(O)CO)c1ccc(F)c(F)c1Nc1ccc(I)cc1F. Cell line: A375. Synergy scores: synergy=6.38. (2) Synergy scores: synergy=17.1. Drug 1: COC1CC2CCC(C)C(O)(O2)C(=O)C(=O)N2CCCCC2C(=O)OC(C(C)CC2CCC(OP(C)(C)=O)C(OC)C2)CC(=O)C(C)C=C(C)C(O)C(OC)C(=O)C(C)CC(C)C=CC=CC=C1C. Cell line: SW837. Drug 2: CNC(=O)c1cc(Oc2ccc(NC(=O)Nc3ccc(Cl)c(C(F)(F)F)c3)cc2)ccn1.